Task: Predict the reaction yield, written as a fraction of the theoretical maximum amount of product (1.0 means a 100% yield; for example, 0.34 means a 34% yield).. Dataset: Reaction yield outcomes from USPTO patents with 853,638 reactions The reactants are [Cl:1][C:2]1[CH:3]=[CH:4][C:5]([CH:24]=[O:25])=[C:6]2[C:10]=1[N:9]=[C:8]1[N:11]([C:15]3[C:16]([CH3:23])=[N:17][C:18]([O:21][CH3:22])=[CH:19][CH:20]=3)[CH2:12][CH2:13][CH2:14][N:7]21.[CH2:26]([Mg]Br)[CH3:27]. The catalyst is O1CCCC1. The product is [Cl:1][C:2]1[C:10]2[N:9]=[C:8]3[N:11]([C:15]4[C:16]([CH3:23])=[N:17][C:18]([O:21][CH3:22])=[CH:19][CH:20]=4)[CH2:12][CH2:13][CH2:14][N:7]3[C:6]=2[C:5]([CH:24]([OH:25])[CH2:26][CH3:27])=[CH:4][CH:3]=1. The yield is 0.970.